Dataset: Full USPTO retrosynthesis dataset with 1.9M reactions from patents (1976-2016). Task: Predict the reactants needed to synthesize the given product. Given the product [CH2:28]([C:13]1[N:14]=[C:9]([O:8][CH2:1][C:2]2[CH:7]=[CH:6][CH:5]=[CH:4][CH:3]=2)[C:10]([NH:16][C:17]2[S:18][CH:19]=[C:20]([CH2:22][CH2:23][C:24]([O:26][CH3:27])=[O:25])[N:21]=2)=[N:11][CH:12]=1)[C:29]1[CH:34]=[CH:33][CH:32]=[CH:31][CH:30]=1, predict the reactants needed to synthesize it. The reactants are: [CH2:1]([O:8][C:9]1[C:10]([NH:16][C:17]2[S:18][CH:19]=[C:20]([CH2:22][CH2:23][C:24]([O:26][CH3:27])=[O:25])[N:21]=2)=[N:11][CH:12]=[C:13](Br)[N:14]=1)[C:2]1[CH:7]=[CH:6][CH:5]=[CH:4][CH:3]=1.[CH2:28](B1C2CCCC1CCC2)[C:29]1[CH:34]=[CH:33][CH:32]=[CH:31][CH:30]=1.O.